This data is from Forward reaction prediction with 1.9M reactions from USPTO patents (1976-2016). The task is: Predict the product of the given reaction. (1) Given the reactants Cl[C:2]1[C:11]2[C:6](=[CH:7][C:8]([O:14][CH3:15])=[C:9]([O:12][CH3:13])[CH:10]=2)[N:5]=[CH:4][CH:3]=1.[Cl:16][C:17]1[C:18]([CH3:32])=[CH:19][C:20]([OH:31])=[C:21]([CH:30]=1)[C:22]([C:24]1[CH:29]=[CH:28][CH:27]=[CH:26][CH:25]=1)=[O:23], predict the reaction product. The product is: [Cl:16][C:17]1[C:18]([CH3:32])=[CH:19][C:20]([O:31][C:2]2[C:11]3[C:6](=[CH:7][C:8]([O:14][CH3:15])=[C:9]([O:12][CH3:13])[CH:10]=3)[N:5]=[CH:4][CH:3]=2)=[C:21]([C:22]([C:24]2[CH:29]=[CH:28][CH:27]=[CH:26][CH:25]=2)=[O:23])[CH:30]=1. (2) Given the reactants [ClH:1].Cl.Cl.[CH3:4][N:5]([C:7]1[CH:12]=[CH:11][C:10]([C@H:13]2[CH2:18][NH:17][CH2:16][CH2:15][NH:14]2)=[CH:9][CH:8]=1)[CH3:6].C(N(CC)CC)C.[Cl:26][C:27]1[N:32]([CH3:33])[C:31](=[O:34])[CH:30]=[C:29]([C:35]2[CH:40]=[CH:39][N:38]=[CH:37][CH:36]=2)[N:28]=1, predict the reaction product. The product is: [ClH:26].[ClH:1].[ClH:26].[CH3:6][N:5]([C:7]1[CH:8]=[CH:9][C:10]([C@@H:13]2[NH:14][CH2:15][CH2:16][N:17]([C:27]3[N:32]([CH3:33])[C:31](=[O:34])[CH:30]=[C:29]([C:35]4[CH:36]=[CH:37][N:38]=[CH:39][CH:40]=4)[N:28]=3)[CH2:18]2)=[CH:11][CH:12]=1)[CH3:4]. (3) The product is: [Cl:12][C:10]1[N:9]=[C:8]2[NH:13][N:14]=[CH:15][C:7]2=[C:6]([NH:4][CH:1]2[CH2:3][CH2:2]2)[N:11]=1. Given the reactants [CH:1]1([NH2:4])[CH2:3][CH2:2]1.Cl[C:6]1[N:11]=[C:10]([Cl:12])[N:9]=[C:8]2[NH:13][N:14]=[CH:15][C:7]=12, predict the reaction product. (4) Given the reactants [CH2:1]([O:3][C:4]([C:6]1[C:7]([CH3:26])=[N:8][C:9]([NH:13][CH2:14]/[CH:15]=[CH:16]/B2OC(C)(C)C(C)(C)O2)=[N:10][C:11]=1[CH3:12])=[O:5])[CH3:2].[Br:27][C:28]1[CH:29]=[C:30]([OH:36])[CH:31]=[C:32](Br)[C:33]=1[CH3:34].[F-].[Cs+], predict the reaction product. The product is: [CH2:1]([O:3][C:4]([C:6]1[C:11]([CH3:12])=[N:10][C:9]([NH:13][CH2:14]/[CH:15]=[CH:16]/[C:32]2[CH:31]=[C:30]([OH:36])[CH:29]=[C:28]([Br:27])[C:33]=2[CH3:34])=[N:8][C:7]=1[CH3:26])=[O:5])[CH3:2]. (5) Given the reactants [CH3:1][O:2][C:3]([N:5]1[C@@H:13]2[C@@H:8]([C@@:9]([OH:23])([C:14]#[C:15][C:16]3[CH:17]=[C:18]([CH3:22])[CH:19]=[CH:20][CH:21]=3)[CH2:10][CH2:11][CH2:12]2)[CH2:7][CH2:6]1)=[O:4].[CH2:24]([NH:27][C:28](=[O:34])[CH2:29][CH2:30][C:31](O)=[O:32])[CH2:25][CH3:26], predict the reaction product. The product is: [O:34]=[C:28]([NH:27][CH2:24][CH2:25][CH3:26])[CH2:29][CH2:30][C:31]([O:23][C@@:9]1([C:14]#[C:15][C:16]2[CH:17]=[C:18]([CH3:22])[CH:19]=[CH:20][CH:21]=2)[CH2:10][CH2:11][CH2:12][C@@H:13]2[C@H:8]1[CH2:7][CH2:6][N:5]2[C:3]([O:2][CH3:1])=[O:4])=[O:32]. (6) Given the reactants C(OC(=O)[NH:7][C:8]1[CH:9]=[C:10]2[CH:16]=[C:15]([CH:17]([C:24]3[CH:29]=[CH:28][C:27]([S:30]([CH3:33])(=[O:32])=[O:31])=[CH:26][CH:25]=3)[CH2:18][CH:19]3[CH2:23][CH2:22][CH2:21][CH2:20]3)[NH:14][C:11]2=[N:12][CH:13]=1)(C)(C)C.[Cl:35]CCl, predict the reaction product. The product is: [ClH:35].[CH:19]1([CH2:18][CH:17]([C:15]2[NH:14][C:11]3=[N:12][CH:13]=[C:8]([NH2:7])[CH:9]=[C:10]3[CH:16]=2)[C:24]2[CH:29]=[CH:28][C:27]([S:30]([CH3:33])(=[O:32])=[O:31])=[CH:26][CH:25]=2)[CH2:23][CH2:22][CH2:21][CH2:20]1. (7) Given the reactants [Cl:1][C:2]1[CH:7]=[CH:6][C:5]([N:8]2[C:16](=[O:17])[C:15]3[N:14]=[CH:13][N:12]([C:18]4[CH:19]=[C:20]([NH:24][S:25]([CH3:28])(=[O:27])=[O:26])[CH:21]=[CH:22][CH:23]=4)[C:11]=3[N:10]=[C:9]2[C:29]2[CH:34]=[CH:33][C:32](B3OC(C)(C)C(C)(C)O3)=[CH:31][CH:30]=2)=[CH:4][CH:3]=1.Br[C:45]1[N:50]=[CH:49][CH:48]=[CH:47][N:46]=1.C(=O)([O-])[O-].[Cs+].[Cs+], predict the reaction product. The product is: [Cl:1][C:2]1[CH:7]=[CH:6][C:5]([N:8]2[C:16](=[O:17])[C:15]3[N:14]=[CH:13][N:12]([C:18]4[CH:19]=[C:20]([NH:24][S:25]([CH3:28])(=[O:26])=[O:27])[CH:21]=[CH:22][CH:23]=4)[C:11]=3[N:10]=[C:9]2[C:29]2[CH:34]=[CH:33][C:32]([C:45]3[N:50]=[CH:49][CH:48]=[CH:47][N:46]=3)=[CH:31][CH:30]=2)=[CH:4][CH:3]=1. (8) Given the reactants [C:1]([C:3]1[CH:8]=[CH:7][C:6]([CH3:9])=[CH:5][CH:4]=1)#[CH:2].[Li]CCCC.[C:15](Cl)(=[O:18])[O:16][CH3:17], predict the reaction product. The product is: [CH3:17][O:16][C:15](=[O:18])[C:2]#[C:1][C:3]1[CH:8]=[CH:7][C:6]([CH3:9])=[CH:5][CH:4]=1. (9) Given the reactants [CH3:1][O:2][C:3](=[O:19])[NH:4][C:5]1[S:6][C:7]2[C:13]([N+:14]([O-])=O)=[CH:12][CH:11]=[C:10]([O:17][CH3:18])[C:8]=2[N:9]=1, predict the reaction product. The product is: [CH3:1][O:2][C:3](=[O:19])[NH:4][C:5]1[S:6][C:7]2[C:13]([NH2:14])=[CH:12][CH:11]=[C:10]([O:17][CH3:18])[C:8]=2[N:9]=1.